The task is: Predict which catalyst facilitates the given reaction.. This data is from Catalyst prediction with 721,799 reactions and 888 catalyst types from USPTO. (1) The catalyst class is: 14. Product: [BrH:1].[Cl:15][C:10]1[CH:11]=[CH:12][CH:13]=[C:14]2[C:9]=1[CH:8]=[CH:7][CH:6]=[C:5]2[C:3]1[N:20]2[CH2:21][CH2:22][N:18]=[C:19]2[S:23][C:2]=1[CH2:16][CH3:17]. Reactant: [Br:1][CH:2]([CH2:16][CH3:17])[C:3]([C:5]1[C:14]2[C:9](=[C:10]([Cl:15])[CH:11]=[CH:12][CH:13]=2)[CH:8]=[CH:7][CH:6]=1)=O.[NH:18]1[CH2:22][CH2:21][NH:20][C:19]1=[S:23].CC(O)=O. (2) Reactant: [CH2:1]=[CH:2][CH2:3][S:4](=O)[S:5][CH2:6][CH:7]=[CH2:8]. The catalyst class is: 95. Product: [CH:2]([CH:3]1[CH2:8][CH:7]=[CH:6][S:5][S:4]1)=[CH2:1].[CH:7]([CH:6]1[S:5][CH2:1][CH:2]=[CH:3][S:4]1)=[CH2:8]. (3) Reactant: [F:1][C:2]([F:7])([F:6])[C:3]([OH:5])=[O:4].[NH2:8][C:9]([C:11]1[CH:16]=[CH:15][C:14]([NH:17][CH:18]2[CH2:23][CH2:22][CH:21]([NH:24]C(=O)OC(C)(C)C)[CH2:20][CH2:19]2)=[CH:13][CH:12]=1)=[O:10]. Product: [F:1][C:2]([F:7])([F:6])[C:3]([OH:5])=[O:4].[NH2:24][CH:21]1[CH2:22][CH2:23][CH:18]([NH:17][C:14]2[CH:15]=[CH:16][C:11]([C:9]([NH2:8])=[O:10])=[CH:12][CH:13]=2)[CH2:19][CH2:20]1. The catalyst class is: 2.